This data is from Full USPTO retrosynthesis dataset with 1.9M reactions from patents (1976-2016). The task is: Predict the reactants needed to synthesize the given product. (1) The reactants are: [CH3:1][NH:2][C:3]1[C:8]([NH2:9])=[CH:7][C:6]([C:10]([F:13])([F:12])[F:11])=[CH:5][N:4]=1.[CH2:14]([S:16][C:17]1[C:22]([C:23](O)=[O:24])=[CH:21][N:20]=[C:19]([C:26]([F:29])([F:28])[F:27])[CH:18]=1)[CH3:15].CCN=C=NCCCN(C)C.Cl.C1C=CC2N(O)N=NC=2C=1. Given the product [CH3:1][NH:2][C:3]1[C:8]([NH:9][C:23]([C:22]2[CH:21]=[N:20][C:19]([C:26]([F:28])([F:29])[F:27])=[CH:18][C:17]=2[S:16][CH2:14][CH3:15])=[O:24])=[CH:7][C:6]([C:10]([F:13])([F:11])[F:12])=[CH:5][N:4]=1, predict the reactants needed to synthesize it. (2) Given the product [CH3:18][N:19]1[CH2:20][CH2:21][N:22]=[C:10]([C:7]2[CH:6]=[CH:5][C:4]([N+:1]([O-:3])=[O:2])=[CH:9][CH:8]=2)[C:11]1=[O:17], predict the reactants needed to synthesize it. The reactants are: [N+:1]([C:4]1[CH:9]=[CH:8][C:7]([CH2:10][C:11](=[O:17])C(OCC)=O)=[CH:6][CH:5]=1)([O-:3])=[O:2].[CH3:18][NH:19][CH2:20][CH2:21][NH2:22]. (3) Given the product [F:2][C:3]1[CH:22]=[CH:21][CH:20]=[CH:19][C:4]=1[CH2:5][N:6]1[C:10]([C:11]2[CH:15]=[CH:14][O:13][N:12]=2)=[CH:9][C:8]([C:16]2[NH:17][C:27](=[O:26])[CH:28]=[N:24][N:18]=2)=[N:7]1, predict the reactants needed to synthesize it. The reactants are: Cl.[F:2][C:3]1[CH:22]=[CH:21][CH:20]=[CH:19][C:4]=1[CH2:5][N:6]1[C:10]([C:11]2[CH:15]=[CH:14][O:13][N:12]=2)=[CH:9][C:8]([C:16](=[NH:18])[NH2:17])=[N:7]1.O.[NH2:24]N.[O:26]=[CH:27][C:28](OCC)=O. (4) Given the product [N:17]1[CH:18]=[CH:19][C:14]([C@H:11]([OH:13])[CH3:12])=[CH:15][CH:16]=1, predict the reactants needed to synthesize it. The reactants are: C(N(CC)CC)C.C(O)=O.[C:11]([C:14]1[CH:19]=[CH:18][N:17]=[CH:16][CH:15]=1)(=[O:13])[CH3:12].C([O-])([O-])=O.[Na+].[Na+].